This data is from Forward reaction prediction with 1.9M reactions from USPTO patents (1976-2016). The task is: Predict the product of the given reaction. (1) The product is: [CH2:39]([O:2][C:31]([C:26]1[CH:27]=[CH:28][CH:29]=[C:24]([C:19]2[N:18]([C:12]3[CH:13]=[C:14]([Cl:17])[CH:15]=[CH:16][C:11]=3[O:10][CH2:3][C:4]3[CH:9]=[CH:8][CH:7]=[CH:6][CH:5]=3)[C:22]([CH3:23])=[CH:21][CH:20]=2)[N:25]=1)=[O:33])[CH3:40]. Given the reactants [C]=[O:2].[CH2:3]([O:10][C:11]1[CH:16]=[CH:15][C:14]([Cl:17])=[CH:13][C:12]=1[N:18]1[C:22]([CH3:23])=[CH:21][CH:20]=[C:19]1[C:24]1[C:29](Br)=[CH:28][CH:27]=[CH:26][N:25]=1)[C:4]1[CH:9]=[CH:8][CH:7]=[CH:6][CH:5]=1.[CH2:31]([OH:33])C.C(N([CH2:39][CH3:40])CC)C, predict the reaction product. (2) Given the reactants [C:1]1([C:7]2[O:11][CH:10]=[N:9][C:8]=2[C:12]([OH:14])=O)[CH:6]=[CH:5][CH:4]=[CH:3][CH:2]=1.Cl.[F:16][C:17]1[CH:30]=[CH:29][C:20]([C:21]([CH:23]2[CH2:28][CH2:27][NH:26][CH2:25][CH2:24]2)=[O:22])=[CH:19][CH:18]=1.F[B-](F)(F)F.N1(OC(N(C)C)=[N+](C)C)C2C=CC=CC=2N=N1.C(N(C(C)C)CC)(C)C, predict the reaction product. The product is: [F:16][C:17]1[CH:30]=[CH:29][C:20]([C:21]([CH:23]2[CH2:28][CH2:27][N:26]([C:12]([C:8]3[N:9]=[CH:10][O:11][C:7]=3[C:1]3[CH:2]=[CH:3][CH:4]=[CH:5][CH:6]=3)=[O:14])[CH2:25][CH2:24]2)=[O:22])=[CH:19][CH:18]=1.